This data is from Forward reaction prediction with 1.9M reactions from USPTO patents (1976-2016). The task is: Predict the product of the given reaction. (1) Given the reactants [NH:1]([C:3]1[N:4]=[C:5]2[CH:19]=[C:18]([I:20])[CH:17]=[N:16][C:6]2=[N:7][C:8]=1[N:9]1[CH2:14][CH2:13][N:12]([CH3:15])[CH2:11][CH2:10]1)[NH2:2].[CH:21](OC)(OC)OC, predict the reaction product. The product is: [I:20][C:18]1[CH:17]=[N:16][C:6]2[N:7]=[C:8]([N:9]3[CH2:14][CH2:13][N:12]([CH3:15])[CH2:11][CH2:10]3)[C:3]3[N:4]([CH:21]=[N:2][N:1]=3)[C:5]=2[CH:19]=1. (2) Given the reactants [F:1][C:2]([F:16])([F:15])[CH:3]([NH2:14])[CH2:4][C:5]1[C:13]2[C:8](=[CH:9][CH:10]=[CH:11][CH:12]=2)[NH:7][CH:6]=1.[CH3:17][C:18]1[CH:23]=[C:22]([CH3:24])[CH:21]=[C:20]([N+:25]([O-:27])=[O:26])[C:19]=1[S:28](Cl)(=[O:30])=[O:29], predict the reaction product. The product is: [CH3:17][C:18]1[CH:23]=[C:22]([CH3:24])[CH:21]=[C:20]([N+:25]([O-:27])=[O:26])[C:19]=1[S:28]([NH:14][CH:3]([CH2:4][C:5]1[C:13]2[C:8](=[CH:9][CH:10]=[CH:11][CH:12]=2)[NH:7][CH:6]=1)[C:2]([F:1])([F:15])[F:16])(=[O:29])=[O:30]. (3) Given the reactants [CH2:1]([N:8]1[C:12](=[O:13])[C:11](=[C:14]2[N:18]([CH3:19])[C:17]3[CH:20]=[CH:21][CH:22]=[CH:23][C:16]=3[O:15]2)[S:10][C:9]1=[S:24])[C:2]1[CH:7]=[CH:6][CH:5]=[CH:4][CH:3]=1.[C:25]1([CH3:36])[CH:30]=[CH:29][C:28]([S:31]([O:34]C)(=[O:33])=[O:32])=[CH:27][CH:26]=1, predict the reaction product. The product is: [C:25]1([CH3:36])[CH:26]=[CH:27][C:28]([S:31]([O-:34])(=[O:32])=[O:33])=[CH:29][CH:30]=1.[CH2:1]([N:8]1[C:12](=[O:13])[C:11](=[C:14]2[N:18]([CH3:19])[C:17]3[CH:20]=[CH:21][CH:22]=[CH:23][C:16]=3[O:15]2)[S:10][CH2+:9]1[S:24][CH3:25])[C:2]1[CH:7]=[CH:6][CH:5]=[CH:4][CH:3]=1. (4) Given the reactants Br[C:2]1[CH:3]=[CH:4][C:5]2[O:14][C:13]3[CH2:12][CH2:11][N:10]([C:15]([O:17][C:18]([CH3:21])([CH3:20])[CH3:19])=[O:16])[CH2:9][C:8]=3[C:6]=2[CH:7]=1.[N+:22]([C:25]1[CH:30]=[CH:29][C:28]([S:31]([O-:33])=[O:32])=[CH:27][CH:26]=1)([O-:24])=[O:23].[Na+], predict the reaction product. The product is: [N+:22]([C:25]1[CH:26]=[CH:27][C:28]([S:31]([C:2]2[CH:3]=[CH:4][C:5]3[O:14][C:13]4[CH2:12][CH2:11][N:10]([C:15]([O:17][C:18]([CH3:21])([CH3:20])[CH3:19])=[O:16])[CH2:9][C:8]=4[C:6]=3[CH:7]=2)(=[O:33])=[O:32])=[CH:29][CH:30]=1)([O-:24])=[O:23]. (5) Given the reactants [Cl:1][C:2]1[N:7]=[C:6](Cl)[C:5]([F:9])=[CH:4][N:3]=1.[NH2:10][C:11]1[CH:16]=[CH:15][CH:14]=[CH:13][C:12]=1[NH:17][C:18]([CH:20]1[CH2:22][CH2:21]1)=[O:19].CCN(C(C)C)C(C)C, predict the reaction product. The product is: [Cl:1][C:2]1[N:7]=[C:6]([NH:10][C:11]2[CH:16]=[CH:15][CH:14]=[CH:13][C:12]=2[NH:17][C:18]([CH:20]2[CH2:21][CH2:22]2)=[O:19])[C:5]([F:9])=[CH:4][N:3]=1. (6) Given the reactants [Br:1][C:2]1[CH:10]=[CH:9][CH:8]=[C:7]([NH:11][C:12]2[C:13]3[CH:21]=[CH:20][N:19]([S:22]([C:25]4[CH:30]=[CH:29][C:28]([CH3:31])=[CH:27][CH:26]=4)(=[O:24])=[O:23])[C:14]=3[N:15]=[C:16]([Cl:18])[N:17]=2)[C:3]=1[C:4]([OH:6])=O.C(Cl)(=O)C(Cl)=O, predict the reaction product. The product is: [ClH:18].[Br:1][C:2]1[CH:10]=[CH:9][CH:8]=[C:7]2[C:3]=1[C:4](=[O:6])[N:17]1[C:16]([Cl:18])=[N:15][C:14]3[N:19]([S:22]([C:25]4[CH:26]=[CH:27][C:28]([CH3:31])=[CH:29][CH:30]=4)(=[O:23])=[O:24])[CH:20]=[CH:21][C:13]=3[C:12]1=[N:11]2. (7) Given the reactants [CH3:1][CH:2]1[CH2:6][CH2:5][CH2:4][CH:3]1[OH:7].C(N(CC)CC)C.[CH3:15][S:16](Cl)(=[O:18])=[O:17], predict the reaction product. The product is: [CH3:15][S:16]([O:7][CH:3]1[CH2:4][CH2:5][CH2:6][CH:2]1[CH3:1])(=[O:18])=[O:17]. (8) Given the reactants N1C=CC=CC=1NC1C=CC=CC=1N.CC(C)C=CC([Cl:21])=O.[N:23]1[CH:28]=[CH:27][CH:26]=[CH:25][C:24]=1[N:29]1[C:33]2[CH:34]=[CH:35][CH:36]=[CH:37][C:32]=2[N:31]=[C:30]1/[CH:38]=[CH:39]/[C:40]1[CH:45]=CC=C[CH:41]=1.Cl, predict the reaction product. The product is: [ClH:21].[CH3:41][CH:40]([CH3:45])/[CH:39]=[CH:38]/[C:30]1[N:29]([C:24]2[CH:25]=[CH:26][CH:27]=[CH:28][N:23]=2)[C:33]2[CH:34]=[CH:35][CH:36]=[CH:37][C:32]=2[N:31]=1.